Dataset: Catalyst prediction with 721,799 reactions and 888 catalyst types from USPTO. Task: Predict which catalyst facilitates the given reaction. (1) Reactant: [Br:1][C:2]1[CH:7]=[CH:6][C:5]([CH:8]([C:13]([O:15][CH3:16])=[O:14])[C:9]([O:11][CH3:12])=[O:10])=[C:4]([N+:17]([O-:19])=[O:18])[CH:3]=1.[C:20]([O-])([O-])=O.[K+].[K+].CI. Product: [Br:1][C:2]1[CH:7]=[CH:6][C:5]([C:8]([CH3:20])([C:9]([O:11][CH3:12])=[O:10])[C:13]([O:15][CH3:16])=[O:14])=[C:4]([N+:17]([O-:19])=[O:18])[CH:3]=1. The catalyst class is: 3. (2) Reactant: Br[C:2]1[CH:3]=[C:4]([C:9]2[O:10][C:11]([CH:14]3[CH2:16][CH2:15]3)=[N:12][N:13]=2)[C:5]([NH2:8])=[N:6][CH:7]=1.C([O-])([O-])=O.[K+].[K+].[O:23]1[CH2:28][CH2:27][N:26]([CH2:29][C:30]2[CH:31]=[C:32](B(O)O)[CH:33]=[CH:34][CH:35]=2)[CH2:25][CH2:24]1. Product: [CH:14]1([C:11]2[O:10][C:9]([C:4]3[C:5]([NH2:8])=[N:6][CH:7]=[C:2]([C:32]4[CH:33]=[CH:34][CH:35]=[C:30]([CH2:29][N:26]5[CH2:27][CH2:28][O:23][CH2:24][CH2:25]5)[CH:31]=4)[CH:3]=3)=[N:13][N:12]=2)[CH2:16][CH2:15]1. The catalyst class is: 70. (3) Reactant: [CH:1]1([OH:7])[CH2:6][CH2:5][CH2:4][CH2:3][CH2:2]1.CCN(C(C)C)C(C)C.ClC(Cl)(O[C:21](=[O:27])OC(Cl)(Cl)Cl)Cl.[NH2:29][C:30]1[N:35]=[C:34]([C:36]2[CH:43]=[CH:42][C:39]([C:40]#[N:41])=[C:38]([F:44])[CH:37]=2)[CH:33]=[C:32]([N:45]2[CH2:50][CH2:49][CH2:48][C@@H:47]([NH2:51])[CH2:46]2)[N:31]=1. Product: [CH:1]1([O:7][C:21](=[O:27])[NH:51][C@@H:47]2[CH2:48][CH2:49][CH2:50][N:45]([C:32]3[CH:33]=[C:34]([C:36]4[CH:43]=[CH:42][C:39]([C:40]#[N:41])=[C:38]([F:44])[CH:37]=4)[N:35]=[C:30]([NH2:29])[N:31]=3)[CH2:46]2)[CH2:6][CH2:5][CH2:4][CH2:3][CH2:2]1. The catalyst class is: 2. (4) Reactant: [Br:1][C:2]1[CH:7]=[CH:6][CH:5]=[CH:4][C:3]=1[NH:8][CH:9]([CH2:13][CH:14]([CH3:16])[CH3:15])[C:10]([OH:12])=O.CN(C(ON1N=NC2C=CC=NC1=2)=[N+](C)C)C.F[P-](F)(F)(F)(F)F.[CH3:41][C:42]1[CH:47]=[C:46]([C:48]2[CH:53]=[CH:52][C:51]([NH2:54])=[CH:50][CH:49]=2)[CH:45]=[CH:44][N:43]=1.CCN(C(C)C)C(C)C. Product: [Br:1][C:2]1[CH:7]=[CH:6][CH:5]=[CH:4][C:3]=1[NH:8][CH:9]([CH2:13][CH:14]([CH3:16])[CH3:15])[C:10]([NH:54][C:51]1[CH:50]=[CH:49][C:48]([C:46]2[CH:45]=[CH:44][N:43]=[C:42]([CH3:41])[CH:47]=2)=[CH:53][CH:52]=1)=[O:12]. The catalyst class is: 39. (5) Reactant: [CH2:1]([O:8][C:9]1[CH:18]=[CH:17][C:12]2[NH:13]C(=O)[O:15][C:11]=2[CH:10]=1)[C:2]1[CH:7]=[CH:6][CH:5]=[CH:4][CH:3]=1.[OH-].[Na+].Cl. The catalyst class is: 5. Product: [NH2:13][C:12]1[CH:17]=[CH:18][C:9]([O:8][CH2:1][C:2]2[CH:7]=[CH:6][CH:5]=[CH:4][CH:3]=2)=[CH:10][C:11]=1[OH:15].